From a dataset of Forward reaction prediction with 1.9M reactions from USPTO patents (1976-2016). Predict the product of the given reaction. (1) Given the reactants [CH2:1]([O:4][C:5]1[CH:6]=[C:7]([CH:11]=[C:12](/[CH:14]=[C:15](/[N+]([O-])=O)\[CH3:16])[CH:13]=1)[C:8]([OH:10])=[O:9])[CH:2]=[CH2:3].[OH2:20], predict the reaction product. The product is: [CH2:1]([O:4][C:5]1[CH:6]=[C:7]([CH:11]=[C:12]([CH2:14][C:15](=[O:20])[CH3:16])[CH:13]=1)[C:8]([OH:10])=[O:9])[CH:2]=[CH2:3]. (2) Given the reactants CC(C)=O.C(=O)([O-])[O-].[K+].[K+].[CH2:11](Br)[CH:12]=[C:13]([CH3:15])[CH3:14].[OH:17][C:18]1[CH:28]=[CH:27][C:21]2[N:22]=[C:23]([C:25]#[N:26])[S:24][C:20]=2[CH:19]=1, predict the reaction product. The product is: [CH2:11]([O:17][C:18]1[CH:28]=[CH:27][C:21]2[N:22]=[C:23]([C:25]#[N:26])[S:24][C:20]=2[CH:19]=1)[CH:12]=[C:13]([CH3:15])[CH3:14]. (3) The product is: [Cl:19][C:20]1[CH:27]=[CH:26][C:23](/[CH:24]=[CH:9]/[C:8]([O:7][C:3]([CH3:4])([CH3:5])[CH3:6])=[O:18])=[CH:22][C:21]=1[N+:28]([O-:30])=[O:29]. Given the reactants [H-].[Na+].[C:3]([O:7][C:8](=[O:18])[CH2:9]P(OCC)(OCC)=O)([CH3:6])([CH3:5])[CH3:4].[Cl:19][C:20]1[CH:27]=[CH:26][C:23]([CH:24]=O)=[CH:22][C:21]=1[N+:28]([O-:30])=[O:29].O, predict the reaction product. (4) Given the reactants [Cl:1][C:2]1[CH:25]=[CH:24][C:5]([CH2:6][NH:7][C:8]([C:10]2[C:11](=[O:23])[C:12]3[S:19][C:18]([CH2:20]Cl)=[C:17]([CH3:22])[C:13]=3[N:14]([CH3:16])[CH:15]=2)=[O:9])=[CH:4][CH:3]=1.Cl.Cl.[CH3:28][NH:29][CH2:30][CH:31]([C:33]1[CH:38]=[CH:37][C:36]([N:39]2[CH2:44][CH2:43][O:42][CH2:41][CH2:40]2)=[CH:35][CH:34]=1)[OH:32].C(N(C(C)C)CC)(C)C, predict the reaction product. The product is: [Cl:1][C:2]1[CH:3]=[CH:4][C:5]([CH2:6][NH:7][C:8]([C:10]2[C:11](=[O:23])[C:12]3[S:19][C:18]([CH2:20][N:29]([CH2:30][CH:31]([OH:32])[C:33]4[CH:34]=[CH:35][C:36]([N:39]5[CH2:40][CH2:41][O:42][CH2:43][CH2:44]5)=[CH:37][CH:38]=4)[CH3:28])=[C:17]([CH3:22])[C:13]=3[N:14]([CH3:16])[CH:15]=2)=[O:9])=[CH:24][CH:25]=1. (5) Given the reactants [O:1]1[C:5]2[CH:6]=[CH:7][CH:8]=[CH:9][C:4]=2[CH:3]=[CH:2]1.CC([O-])(C)C.[K+].[SiH:16]([CH2:21][CH3:22])([CH2:19][CH3:20])[CH2:17][CH3:18], predict the reaction product. The product is: [O:1]1[C:5]2[CH:6]=[CH:7][CH:8]=[CH:9][C:4]=2[CH:3]=[C:2]1[Si:16]([CH2:21][CH3:22])([CH2:19][CH3:20])[CH2:17][CH3:18].